This data is from Human Reference Interactome with 51,813 positive PPI pairs across 8,248 proteins, plus equal number of experimentally-validated negative pairs. The task is: Binary Classification. Given two protein amino acid sequences, predict whether they physically interact or not. (1) Protein 1 (ENSG00000066027) has sequence MSSSSPPAGAASAAISASEKVDGFTRKSVRKAQRQKRSQGSSQFRSQGSQAELHPLPQLKDATSNEQQELFCQKLQQCCILFDFMDSVSDLKSKEIKRATLNELVEYVSTNRGVIVESAYSDIVKMISANIFRTLPPSDNPDFDPEEDEPTLEASWPHIQLVYEFFLRFLESPDFQPSIAKRYIDQKFVQQLLELFDSEDPRERDFLKTVLHRIYGKFLGLRAFIRKQINNIFLRFIYETEHFNGVAELLEILGSIINGFALPLKAEHKQFLMKVLIPMHTAKGLALFHAQLAYCVVQFL.... Protein 2 (ENSG00000100577) has sequence MQAGKPILYSYFRSSCSWRVRIALALKGIDYETVPINLIKDGGQQFSKDFQALNPMKQVPTLKIDGITIHQSLAIIEYLEEMRPTPRLLPQDPKKRASVRMISDLIAGGIQPLQNLSVLKQVGEEMQLTWAQNAITCGFNALEQILQSTAGIYCVGDEVTMADLCLVPQVANAERFKVDLTPYPTISSINKRLLVLEAFQVSHPCRQPDTPTELRA*MKQVPTLKIDGITIHQSLAIIEYLEEMRPTPRLLPQDPKKRASVRMISDLIAGGIQPLQNLSVLKQVGEEMQLTWAQNAITCG.... Result: 0 (the proteins do not interact). (2) Protein 1 (ENSG00000143320) has sequence MPNFSGNWKIIRSENFEELLKVLGVNVMLRKIAVAAASKPAVEIKQEGDTFYIKTSTTVRTTEINFKVGEEFEEQTVDGRPCKSLVKWESENKMVCEQKLLKGEGPKTSWTRELTNDGELILTMTADDVVCTRVYVRE*MPNFSGNWKIIRSENFEELLKVLGVNVMLRKIAVAAASKPAVEIKQEGDTFYIKTSTTVRTTEINFKVGEEFEEQTVDGRPC. Protein 2 (ENSG00000198791) has sequence MPAATVDHSQRICEVWACNLDEEMKKIRQVIRKYNYVAMDTEFPGVVARPIGEFRSNADYQYQLLRCNVDLLKIIQLGLTFMNEQGEYPPGTSTWQFNFKFNLTEDMYAQDSIELLTTSGIQFKKHEEEGIETQYFAELLMTSGVVLCEGVKWLSFHSGYDFGYLIKILTNSNLPEEELDFFEILRLFFPVIYDVKYLMKSCKNLKGGLQEVAEQLELERIGPQHQAGSDSLLTGMAFFKMREMFFEDHIDDAKYCGHLYGLGSGSSYVQNGTGNAYEEEANKQS*MPAATVDHSQRICE.... Result: 0 (the proteins do not interact).